From a dataset of Peptide-MHC class I binding affinity with 185,985 pairs from IEDB/IMGT. Regression. Given a peptide amino acid sequence and an MHC pseudo amino acid sequence, predict their binding affinity value. This is MHC class I binding data. (1) The peptide sequence is HVSRPTTVV. The MHC is HLA-A02:06 with pseudo-sequence HLA-A02:06. The binding affinity (normalized) is 0.306. (2) The peptide sequence is DRPKQAWCW. The MHC is Mamu-A01 with pseudo-sequence Mamu-A01. The binding affinity (normalized) is 0. (3) The peptide sequence is LSSRAKLALD. The binding affinity (normalized) is 0.176. The MHC is HLA-B57:01 with pseudo-sequence HLA-B57:01. (4) The peptide sequence is IIRTENRPL. The MHC is HLA-B44:02 with pseudo-sequence HLA-B44:02. The binding affinity (normalized) is 0.0847. (5) The peptide sequence is IMRAPFASIV. The MHC is HLA-A01:01 with pseudo-sequence HLA-A01:01. The binding affinity (normalized) is 0. (6) The peptide sequence is ALEAKIAQL. The MHC is HLA-A68:02 with pseudo-sequence HLA-A68:02. The binding affinity (normalized) is 0.178.